The task is: Predict the reactants needed to synthesize the given product.. This data is from Full USPTO retrosynthesis dataset with 1.9M reactions from patents (1976-2016). (1) Given the product [Cl:11][C:12]1[CH:17]=[C:16]([O:10][CH2:3][C:4]2[CH:9]=[CH:8][CH:7]=[CH:6][CH:5]=2)[N:15]=[CH:14][N:13]=1, predict the reactants needed to synthesize it. The reactants are: [H-].[Na+].[CH2:3]([OH:10])[C:4]1[CH:9]=[CH:8][CH:7]=[CH:6][CH:5]=1.[Cl:11][C:12]1[CH:17]=[C:16](Cl)[N:15]=[CH:14][N:13]=1.[Cl-].[NH4+]. (2) Given the product [Br:18][C:10]1[CH:9]=[C:8]2[C:4]([C:5]([CH:11]3[CH2:15][C:14](=[O:16])[NH:13][C:12]3=[O:17])=[CH:6][NH:7]2)=[CH:3][CH:2]=1, predict the reactants needed to synthesize it. The reactants are: F[C:2]1[CH:3]=[C:4]2[C:8](=[CH:9][CH:10]=1)[NH:7][CH:6]=[C:5]2[CH:11]1[CH2:15][C:14](=[O:16])[NH:13][C:12]1=[O:17].[Br:18]C1C=C2C(C=CN2)=CC=1.C1(=O)NC(=O)C=C1.